From a dataset of Full USPTO retrosynthesis dataset with 1.9M reactions from patents (1976-2016). Predict the reactants needed to synthesize the given product. (1) The reactants are: [CH2:1]([O:3][C:4]([NH:6][CH2:7][C:8]1([CH2:14][C:15]([O:17][C:18]2[CH:23]=[CH:22][CH:21]=[C:20]([C@@:24]3([OH:34])[CH2:29][CH2:28][CH2:27][CH2:26][C@@H:25]3[CH2:30][N:31]([CH3:33])[CH3:32])[CH:19]=2)=[O:16])[CH2:13][CH2:12][CH2:11][CH2:10][CH2:9]1)=[O:5])[CH3:2].[C:35]([OH:47])(=[O:46])[CH2:36][C:37]([CH2:42][C:43]([OH:45])=[O:44])([C:39]([OH:41])=[O:40])[OH:38]. Given the product [C:35]([OH:47])(=[O:46])[CH2:36][C:37]([CH2:42][C:43]([OH:45])=[O:44])([C:39]([OH:41])=[O:40])[OH:38].[CH2:1]([O:3][C:4]([NH:6][CH2:7][C:8]1([CH2:14][C:15]([O:17][C:18]2[CH:23]=[CH:22][CH:21]=[C:20]([C@@:24]3([OH:34])[CH2:29][CH2:28][CH2:27][CH2:26][C@@H:25]3[CH2:30][N:31]([CH3:32])[CH3:33])[CH:19]=2)=[O:16])[CH2:9][CH2:10][CH2:11][CH2:12][CH2:13]1)=[O:5])[CH3:2], predict the reactants needed to synthesize it. (2) Given the product [CH2:27]([N:3]1[C:4]2[C:5](=[N:6][CH:7]=[CH:8][CH:9]=2)[N:10]([C:11]2[CH:12]=[C:13]3[C:17](=[CH:18][CH:19]=2)[N:16]([C:20]([O:22][C:23]([CH3:26])([CH3:25])[CH3:24])=[O:21])[CH2:15][CH2:14]3)[C:2]1=[O:1])[CH3:28], predict the reactants needed to synthesize it. The reactants are: [O:1]=[C:2]1[N:10]([C:11]2[CH:12]=[C:13]3[C:17](=[CH:18][CH:19]=2)[N:16]([C:20]([O:22][C:23]([CH3:26])([CH3:25])[CH3:24])=[O:21])[CH2:15][CH2:14]3)[C:5]2=[N:6][CH:7]=[CH:8][CH:9]=[C:4]2[NH:3]1.[CH2:27](I)[CH3:28].C(=O)([O-])[O-].[Cs+].[Cs+].O. (3) Given the product [Cl:33][C:30]1[CH:29]=[CH:28][C:27]([O:26][C:23]2[CH:24]=[CH:25][C:20]([N:19]3[CH:15]([C:12]4[CH:13]=[CH:14][CH:9]=[C:10]([C:35]([F:36])([F:37])[F:38])[CH:11]=4)[CH2:16][CH2:17][C:18]3=[O:34])=[CH:21][CH:22]=2)=[CH:32][CH:31]=1, predict the reactants needed to synthesize it. The reactants are: N(OC(C)(C)C)=O.N[C:9]1[CH:14]=[CH:13][C:12]([CH:15]2[N:19]([C:20]3[CH:25]=[CH:24][C:23]([O:26][C:27]4[CH:32]=[CH:31][C:30]([Cl:33])=[CH:29][CH:28]=4)=[CH:22][CH:21]=3)[C:18](=[O:34])[CH2:17][CH2:16]2)=[CH:11][C:10]=1[C:35]([F:38])([F:37])[F:36].Cl. (4) Given the product [CH2:25]([N:32]1[CH2:37][CH2:36][C:35]2([C:45]3[C:40](=[CH:41][CH:42]=[CH:43][CH:44]=3)[N:39]([CH:11]3[C:12]4[C:17](=[CH:16][CH:15]=[CH:14][CH:13]=4)[N:8]([C:6](=[O:7])[C:5]4[CH:20]=[CH:21][C:22]([O:23][CH3:24])=[C:3]([O:2][CH3:1])[CH:4]=4)[CH:9]([CH3:19])[CH2:10]3)[CH2:38]2)[CH2:34][CH2:33]1)[C:26]1[CH:27]=[CH:28][CH:29]=[CH:30][CH:31]=1, predict the reactants needed to synthesize it. The reactants are: [CH3:1][O:2][C:3]1[CH:4]=[C:5]([CH:20]=[CH:21][C:22]=1[O:23][CH3:24])[C:6]([N:8]1[C:17]2[C:12](=[CH:13][CH:14]=[CH:15][CH:16]=2)[C@H:11](O)[CH2:10][C@@H:9]1[CH3:19])=[O:7].[CH2:25]([N:32]1[CH2:37][CH2:36][C:35]2([C:45]3[C:40](=[CH:41][CH:42]=[CH:43][CH:44]=3)[NH:39][CH2:38]2)[CH2:34][CH2:33]1)[C:26]1[CH:31]=[CH:30][CH:29]=[CH:28][CH:27]=1. (5) The reactants are: [Cl:1][C:2]1[N:9]=[C:8]([NH:10][C:11]2[CH:15]=[C:14]([CH3:16])[NH:13][N:12]=2)[CH:7]=[C:6]([CH3:17])[C:3]=1[C:4]#[N:5].[ClH:18].[CH3:19][C:20]1[C:25]([O:26][CH2:27][CH2:28][NH2:29])=[CH:24][CH:23]=[CH:22][N:21]=1.C(=O)([O-])O.[Na+].CS(C)=O. Given the product [ClH:1].[ClH:18].[CH3:19][C:20]1[C:25]([O:26][CH2:27][CH2:28][NH:29][C:2]2[N:9]=[C:8]([NH:10][C:11]3[CH:15]=[C:14]([CH3:16])[NH:13][N:12]=3)[CH:7]=[C:6]([CH3:17])[C:3]=2[C:4]#[N:5])=[CH:24][CH:23]=[CH:22][N:21]=1, predict the reactants needed to synthesize it.